Dataset: Catalyst prediction with 721,799 reactions and 888 catalyst types from USPTO. Task: Predict which catalyst facilitates the given reaction. (1) Reactant: [ClH:1].Cl.[CH:3]1([CH2:6][NH:7][NH2:8])[CH2:5][CH2:4]1.[CH3:9][C:10]([CH3:17])([CH3:16])[C:11](=O)[CH2:12][C:13]#[N:14]. Product: [ClH:1].[C:10]([C:11]1[CH:12]=[C:13]([NH2:14])[N:7]([CH2:6][CH:3]2[CH2:5][CH2:4]2)[N:8]=1)([CH3:17])([CH3:16])[CH3:9]. The catalyst class is: 8. (2) Reactant: [C:1]1([C:7]([NH:10][C:11]2[O:12][C:13]([C:16]3[CH:17]=[C:18]4[C:22](=[CH:23][CH:24]=3)[N:21]([S:25]([C:28]3[CH:34]=[CH:33][C:31]([CH3:32])=[CH:30][CH:29]=3)(=[O:27])=[O:26])[CH:20]=[C:19]4B3OC(C)(C)C(C)(C)O3)=[N:14][N:15]=2)([CH3:9])[CH3:8])[CH:6]=[CH:5][CH:4]=[CH:3][CH:2]=1.Br[C:45]1[N:50]=[CH:49][CH:48]=[CH:47][N:46]=1.P([O-])([O-])([O-])=O.[K+].[K+].[K+].C1(P(C2CCCCC2)C2C=CC=CC=2C2C(C(C)C)=CC(C(C)C)=CC=2C(C)C)CCCCC1. Product: [C:1]1([C:7]([NH:10][C:11]2[O:12][C:13]([C:16]3[CH:17]=[C:18]4[C:22](=[CH:23][CH:24]=3)[N:21]([S:25]([C:28]3[CH:34]=[CH:33][C:31]([CH3:32])=[CH:30][CH:29]=3)(=[O:26])=[O:27])[CH:20]=[C:19]4[C:45]3[N:50]=[CH:49][CH:48]=[CH:47][N:46]=3)=[N:14][N:15]=2)([CH3:8])[CH3:9])[CH:2]=[CH:3][CH:4]=[CH:5][CH:6]=1. The catalyst class is: 110.